From a dataset of Full USPTO retrosynthesis dataset with 1.9M reactions from patents (1976-2016). Predict the reactants needed to synthesize the given product. (1) Given the product [Br:3][C:4]1[C:5](=[O:10])[N:6]([CH3:11])[CH:7]=[CH:8][CH:9]=1, predict the reactants needed to synthesize it. The reactants are: IC.[Br:3][C:4]1[C:5]([OH:10])=[N:6][CH:7]=[CH:8][CH:9]=1.[C:11](=O)([O-])[O-].[K+].[K+].O. (2) Given the product [CH3:1][O:2][C:3]1[CH:12]=[CH:11][C:10]([C:13]2[CH:18]=[CH:17][CH:16]=[CH:15][CH:14]=2)=[C:9]2[C:4]=1[CH2:5][CH2:6][NH:7][CH2:8]2, predict the reactants needed to synthesize it. The reactants are: [CH3:1][O:2][C:3]1[CH:12]=[CH:11][C:10]([C:13]2[CH:18]=[CH:17][CH:16]=[CH:15][CH:14]=2)=[C:9]2[C:4]=1[CH:5]=[CH:6][N:7]=[CH:8]2.[BH3-]C#N.[Na+].B(F)(F)F.CCOCC.C([O-])([O-])=O.[K+].[K+]. (3) Given the product [C:16]([C:18]1[CH:19]=[C:20]([S:25]([NH:28][C:29]2[S:33][N:32]=[CH:31][N:30]=2)(=[O:27])=[O:26])[CH:21]=[CH:22][C:23]=1[O:9][C:3]1[C:4]([CH3:8])=[CH:5][CH:6]=[CH:7][C:2]=1[Br:1])#[N:17], predict the reactants needed to synthesize it. The reactants are: [Br:1][C:2]1[CH:7]=[CH:6][CH:5]=[C:4]([CH3:8])[C:3]=1[OH:9].C([O-])([O-])=O.[K+].[K+].[C:16]([C:18]1[CH:19]=[C:20]([S:25]([NH:28][C:29]2[S:33][N:32]=[CH:31][N:30]=2)(=[O:27])=[O:26])[CH:21]=[CH:22][C:23]=1F)#[N:17].Cl. (4) Given the product [Cl:1][C:2]1[CH:3]=[C:4]2[C:10]([C:11]3[N:16]=[C:15]([NH:37][C@H:32]4[CH2:33][CH2:34][CH2:35][CH2:36][C@@H:31]4[NH2:38])[C:14]([F:20])=[CH:13][N:12]=3)=[CH:9][N:8]([S:21]([C:24]3[CH:29]=[CH:28][C:27]([CH3:30])=[CH:26][CH:25]=3)(=[O:23])=[O:22])[C:5]2=[N:6][CH:7]=1, predict the reactants needed to synthesize it. The reactants are: [Cl:1][C:2]1[CH:3]=[C:4]2[C:10]([C:11]3[N:16]=[C:15](S(C)=O)[C:14]([F:20])=[CH:13][N:12]=3)=[CH:9][N:8]([S:21]([C:24]3[CH:29]=[CH:28][C:27]([CH3:30])=[CH:26][CH:25]=3)(=[O:23])=[O:22])[C:5]2=[N:6][CH:7]=1.[C@H:31]1([NH2:38])[CH2:36][CH2:35][CH2:34][CH2:33][C@@H:32]1[NH2:37].CCN(C(C)C)C(C)C. (5) Given the product [F:31][C:14]1[CH:15]=[C:16]([CH:19]2[CH2:23][CH2:22][CH2:21][NH:20]2)[CH:17]=[CH:18][C:13]=1[C:10]1[NH:9][C:8]2[CH:7]=[CH:6][CH:5]=[C:4]([C:1]([NH2:2])=[O:3])[C:12]=2[N:11]=1, predict the reactants needed to synthesize it. The reactants are: [C:1]([C:4]1[C:12]2[N:11]=[C:10]([C:13]3[CH:18]=[CH:17][C:16]([CH:19]4[CH2:23][CH2:22][CH2:21][N:20]4C(OC(C)(C)C)=O)=[CH:15][C:14]=3[F:31])[NH:9][C:8]=2[CH:7]=[CH:6][CH:5]=1)(=[O:3])[NH2:2].C(O)(C(F)(F)F)=O.